From a dataset of Forward reaction prediction with 1.9M reactions from USPTO patents (1976-2016). Predict the product of the given reaction. (1) Given the reactants [CH:1]1([C:4]2[N:8]=[C:7]([C:9]3[C:10]4[CH2:27][CH2:26][CH2:25][C:11]=4[S:12][C:13]=3[NH:14][C:15]([C:17]3[CH2:21][CH2:20][CH2:19][C:18]=3[C:22]([OH:24])=[O:23])=[O:16])[O:6][N:5]=2)[CH2:3][CH2:2]1.[C@@H:28]12C(=O)OC(=O)[C@H]1CCCC2, predict the reaction product. The product is: [CH:1]1([C:4]2[N:8]=[C:7]([C:9]3[C:10]4[CH2:27][CH2:26][CH2:25][C:11]=4[S:12][C:13]=3[NH:14][C:15]([CH:17]3[CH2:28][CH2:21][CH2:20][CH2:19][CH:18]3[C:22]([OH:24])=[O:23])=[O:16])[O:6][N:5]=2)[CH2:3][CH2:2]1. (2) Given the reactants [Cl:1][C:2]1[C:6]2[CH:7]=[CH:8][CH:9]=[CH:10][C:5]=2[S:4][N:3]=1.[Br:11]Br, predict the reaction product. The product is: [Br:11][C:8]1[CH:9]=[CH:10][C:5]2[S:4][N:3]=[C:2]([Cl:1])[C:6]=2[CH:7]=1. (3) Given the reactants [CH:1]1([CH2:4][C:5]2[C:10]([F:11])=[C:9]([NH:12]C(C3C=CC=CC=3)(C3C=CC=CC=3)C3C=CC=CC=3)[CH:8]=[C:7]([CH:32](OCC)[O:33]CC)[N:6]=2)[CH2:3][CH2:2]1.OS(O)(=O)=O.CC#N, predict the reaction product. The product is: [NH2:12][C:9]1[C:10]([F:11])=[C:5]([CH2:4][CH:1]2[CH2:3][CH2:2]2)[N:6]=[C:7]([CH:32]=[O:33])[CH:8]=1. (4) Given the reactants [Cl:1][C:2]1[CH:9]=[CH:8][C:5]([CH:6]=O)=[CH:4][CH:3]=1.[C:10]([NH:13][NH2:14])([NH2:12])=[NH:11].Cl, predict the reaction product. The product is: [ClH:1].[Cl:1][C:2]1[CH:9]=[CH:8][C:5]([CH:6]=[N:14][NH:13][C:10]([NH2:12])=[NH:11])=[CH:4][CH:3]=1. (5) Given the reactants [NH2:1][C:2]1[C:3]([O:18][CH3:19])=[C:4]([C:16]#[N:17])[C:5]([CH3:15])=[C:6]([C:9]2[CH:14]=[CH:13][CH:12]=[CH:11][CH:10]=2)[C:7]=1[F:8].[C:20](Cl)(=[O:25])[C:21]([CH3:24])([CH3:23])[CH3:22].Cl, predict the reaction product. The product is: [C:16]([C:4]1[C:3]([O:18][CH3:19])=[C:2]([NH:1][C:20](=[O:25])[C:21]([CH3:24])([CH3:23])[CH3:22])[C:7]([F:8])=[C:6]([C:9]2[CH:14]=[CH:13][CH:12]=[CH:11][CH:10]=2)[C:5]=1[CH3:15])#[N:17]. (6) Given the reactants Cl[C:2]1[C:11]2[C:6](=[CH:7][C:8]([O:14][CH3:15])=[C:9]([O:12][CH3:13])[CH:10]=2)[N:5]=[CH:4][CH:3]=1.[Cl:16][C:17]1[C:22]([OH:23])=[CH:21][CH:20]=[C:19]([I:24])[N:18]=1.C(N(C(C)C)CC)(C)C.C(OCC)(=O)C.O1CCCC1, predict the reaction product. The product is: [Cl:16][C:17]1[C:22]([O:23][C:2]2[C:11]3[C:6](=[CH:7][C:8]([O:14][CH3:15])=[C:9]([O:12][CH3:13])[CH:10]=3)[N:5]=[CH:4][CH:3]=2)=[CH:21][CH:20]=[C:19]([I:24])[N:18]=1. (7) Given the reactants [CH:1](NC(C)C)(C)C.C([Li])CCC.[CH3:13][S:14][C:15]1[N:16]=[CH:17][C:18]2[CH:23]([C:24]([O:26][CH3:27])=[O:25])[N:22]([C:28]([O:30][C:31]([CH3:34])([CH3:33])[CH3:32])=[O:29])[CH2:21][C:19]=2[N:20]=1.CI, predict the reaction product. The product is: [CH3:1][C:23]1([C:24]([O:26][CH3:27])=[O:25])[C:18]2[CH:17]=[N:16][C:15]([S:14][CH3:13])=[N:20][C:19]=2[CH2:21][N:22]1[C:28]([O:30][C:31]([CH3:34])([CH3:33])[CH3:32])=[O:29].